This data is from Peptide-MHC class II binding affinity with 134,281 pairs from IEDB. The task is: Regression. Given a peptide amino acid sequence and an MHC pseudo amino acid sequence, predict their binding affinity value. This is MHC class II binding data. (1) The peptide sequence is EQDLELSWNLNGLQAY. The MHC is DRB1_0401 with pseudo-sequence DRB1_0401. The binding affinity (normalized) is 0.491. (2) The peptide sequence is IGPEAAEAAAAAPAA. The MHC is HLA-DPA10201-DPB10501 with pseudo-sequence HLA-DPA10201-DPB10501. The binding affinity (normalized) is 0. (3) The peptide sequence is PAADKFKTFEAAFTS. The MHC is DRB1_0301 with pseudo-sequence DRB1_0301. The binding affinity (normalized) is 0.0522. (4) The peptide sequence is AFKVCATAANAAPAN. The MHC is DRB1_0901 with pseudo-sequence DRB1_0901. The binding affinity (normalized) is 0.605. (5) The peptide sequence is HRPASVIKVLVAMAS. The MHC is HLA-DQA10102-DQB10602 with pseudo-sequence HLA-DQA10102-DQB10602. The binding affinity (normalized) is 0.342. (6) The peptide sequence is TASKLLEDRVGLNHI. The MHC is DRB4_0101 with pseudo-sequence DRB4_0103. The binding affinity (normalized) is 0.405. (7) The peptide sequence is HEMYWVSNATGNIVS. The MHC is DRB1_1302 with pseudo-sequence DRB1_1302. The binding affinity (normalized) is 0.884.